This data is from Full USPTO retrosynthesis dataset with 1.9M reactions from patents (1976-2016). The task is: Predict the reactants needed to synthesize the given product. Given the product [Cl:21][C:17]1[CH:16]=[C:15]([CH:20]=[CH:19][CH:18]=1)[C:14]([N:11]1[CH2:12][CH2:13][N:8]([C:6]([NH:43][C:38]2[CH:39]=[CH:40][C:41]([Cl:42])=[C:36]([Cl:35])[CH:37]=2)=[O:7])[CH2:9][C@H:10]1[C:23]([NH:46][C@@H:47]1[C:55]2[C:50](=[CH:51][CH:52]=[CH:53][CH:54]=2)[CH2:49][CH2:48]1)=[O:25])=[O:22], predict the reactants needed to synthesize it. The reactants are: C(O[C:6]([N:8]1[CH2:13][CH2:12][N:11]([C:14](=[O:22])[C:15]2[CH:20]=[CH:19][CH:18]=[C:17]([Cl:21])[CH:16]=2)[C@H:10]([C:23]([OH:25])=O)[CH2:9]1)=[O:7])(C)(C)C.C([C@@H]1CNCCN1)(O)=O.[Cl:35][C:36]1[CH:37]=[C:38]([N:43]=C=O)[CH:39]=[CH:40][C:41]=1[Cl:42].[NH2:46][C@H:47]1[C:55]2[C:50](=[CH:51][CH:52]=[CH:53][CH:54]=2)[CH2:49][CH2:48]1.